This data is from Reaction yield outcomes from USPTO patents with 853,638 reactions. The task is: Predict the reaction yield, written as a fraction of the theoretical maximum amount of product (1.0 means a 100% yield; for example, 0.34 means a 34% yield). (1) The reactants are [F:1][C:2]1[CH:30]=[C:29]([N+:31]([O-])=O)[CH:28]=[CH:27][C:3]=1[O:4][C:5]1[CH:10]=[CH:9][N:8]=[C:7]2[CH:11]=[C:12]([C:14]([NH:16][CH2:17][CH2:18][NH:19][C:20](=[O:26])[O:21][C:22]([CH3:25])([CH3:24])[CH3:23])=[O:15])[S:13][C:6]=12.[BH4-].[Na+].Cl. The catalyst is CO.C1COCC1.Cl[Ni]Cl. The product is [NH2:31][C:29]1[CH:28]=[CH:27][C:3]([O:4][C:5]2[CH:10]=[CH:9][N:8]=[C:7]3[CH:11]=[C:12]([C:14]([NH:16][CH2:17][CH2:18][NH:19][C:20](=[O:26])[O:21][C:22]([CH3:25])([CH3:24])[CH3:23])=[O:15])[S:13][C:6]=23)=[C:2]([F:1])[CH:30]=1. The yield is 1.00. (2) The reactants are O[C:2]1[CH:3]=[N:4][CH:5]=[CH:6][C:7]=1[NH:8][C:9]([C:11]1[S:12][C:13]([N+:16]([O-:18])=[O:17])=[CH:14][CH:15]=1)=[O:10].O=P12OP3(OP(OP(O3)(O1)=O)(=O)O2)=O.CC1C=CC(C)=CC=1. The catalyst is N1C=CC=CC=1. The product is [N+:16]([C:13]1[S:12][C:11]([C:9]2[O:10][C:2]3[CH:3]=[N:4][CH:5]=[CH:6][C:7]=3[N:8]=2)=[CH:15][CH:14]=1)([O-:18])=[O:17]. The yield is 0.170.